Predict the reactants needed to synthesize the given product. From a dataset of Full USPTO retrosynthesis dataset with 1.9M reactions from patents (1976-2016). (1) The reactants are: NC1N(C2CNC2)N=C(C2C=CC(OC3C=CC=CC=3)=CC=2)C=1C#N.[NH2:26][C:27]1[N:31]([CH:32]2CC[CH2:35][NH:34][CH2:33]2)[N:30]=[C:29]([C:38]2[CH:43]=[CH:42][C:41]([O:44][C:45]3[CH:50]=[CH:49][CH:48]=[CH:47][CH:46]=3)=[CH:40][CH:39]=2)[C:28]=1[C:51]([NH2:53])=[O:52]. Given the product [NH2:26][C:27]1[N:31]([CH:32]2[CH2:33][NH:34][CH2:35]2)[N:30]=[C:29]([C:38]2[CH:43]=[CH:42][C:41]([O:44][C:45]3[CH:50]=[CH:49][CH:48]=[CH:47][CH:46]=3)=[CH:40][CH:39]=2)[C:28]=1[C:51]([NH2:53])=[O:52], predict the reactants needed to synthesize it. (2) The reactants are: C([O:4][C:5]1[CH:10]=[C:9]([O:11][CH3:12])[C:8]([O:13]C(=O)C)=[C:7]([O:17][CH3:18])[CH:6]=1)(=O)C.[OH2:19].[NH4+].[Cl-].[C:22]1([CH3:28])C=CC=CC=1. Given the product [OH:13][C:8]1[C:9]([O:11][CH3:12])=[C:10]([C:22](=[O:19])[CH3:28])[C:5]([OH:4])=[CH:6][C:7]=1[O:17][CH3:18], predict the reactants needed to synthesize it. (3) Given the product [CH:1]1([CH:7]([NH:24][C:25]2[CH:30]=[CH:29][C:28]([C:31]([N:33]([CH3:41])[CH2:34][CH2:35][C:36]([OH:38])=[O:37])=[O:32])=[CH:27][CH:26]=2)[C:8]2[O:9][C:10]3[CH:17]=[CH:16][C:15]([NH:18][C:19](=[O:23])[NH:20][CH2:21][CH3:22])=[CH:14][C:11]=3[C:12]=2[CH3:13])[CH2:2][CH2:3][CH2:4][CH2:5][CH2:6]1, predict the reactants needed to synthesize it. The reactants are: [CH:1]1([CH:7]([NH:24][C:25]2[CH:30]=[CH:29][C:28]([C:31]([N:33]([CH3:41])[CH2:34][CH2:35][C:36]([O:38]CC)=[O:37])=[O:32])=[CH:27][CH:26]=2)[C:8]2[O:9][C:10]3[CH:17]=[CH:16][C:15]([NH:18][C:19](=[O:23])[NH:20][CH2:21][CH3:22])=[CH:14][C:11]=3[C:12]=2[CH3:13])[CH2:6][CH2:5][CH2:4][CH2:3][CH2:2]1.O1CCCC1.[OH-].[Li+]. (4) Given the product [NH:13]1[C:17]2[CH:18]=[CH:19][CH:20]=[CH:21][C:16]=2[N:15]=[C:14]1[CH2:22][CH2:23][CH2:24][N:25]([CH3:43])[CH2:26][CH2:27][C:28]1([OH:41])[CH2:33][CH:32]2[CH2:34][CH2:35][CH:29]1[CH:30]=[C:31]2[C:36]1[S:37][CH:38]=[CH:39][CH:40]=1, predict the reactants needed to synthesize it. The reactants are: COCCO[AlH2-]OCCOC.[Na+].[NH:13]1[C:17]2[CH:18]=[CH:19][CH:20]=[CH:21][C:16]=2[N:15]=[C:14]1[CH2:22][CH2:23][CH2:24][N:25]([CH3:43])[C:26](=O)[CH2:27][C:28]1([OH:41])[CH2:33][CH:32]2[CH2:34][CH2:35][CH:29]1[CH:30]=[C:31]2[C:36]1[S:37][CH:38]=[CH:39][CH:40]=1.[OH-].[Na+].